Dataset: M1 muscarinic receptor antagonist screen with 61,756 compounds. Task: Binary Classification. Given a drug SMILES string, predict its activity (active/inactive) in a high-throughput screening assay against a specified biological target. (1) The molecule is O1CCN(CC1)CCNC(=O)CC(=O)Nc1ccc(cc1)C. The result is 0 (inactive). (2) The compound is s1c(NC(=O)c2ccc(NC(=O)CCC)cc2)nnc1COC. The result is 0 (inactive). (3) The molecule is O(CC(O)Cn1nc(cc1C)C)Cc1ccccc1. The result is 0 (inactive). (4) The drug is O=C(Nc1ccccc1)c1c(cccc1)C. The result is 0 (inactive). (5) The drug is O(CC(OCC)=O)c1nnc(Oc2nc(cc(OC)n2)C)cc1. The result is 0 (inactive). (6) The drug is o1nc2c3c(n(c(c3)C)C)ccc2n1. The result is 0 (inactive). (7) The compound is O=C1N2C(CC(c3c2c(C21c1c(OC(N)=C2C#N)cc(O)cc1)cc(c3)C)C)(C)C. The result is 0 (inactive). (8) The drug is O1CCN(CC1)CCNC(=O)c1noc(c1)c1occc1. The result is 0 (inactive). (9) The molecule is S(CC(=O)N1CCN(CC1)C(OCC)=O)c1nc2n([nH]cc2c(=O)n1)c1ccccc1. The result is 0 (inactive). (10) The drug is O(C(=O)Cc1c(O)c2c([nH]c1=O)cccc2)CCC. The result is 0 (inactive).